The task is: Predict the reactants needed to synthesize the given product.. This data is from Full USPTO retrosynthesis dataset with 1.9M reactions from patents (1976-2016). (1) Given the product [F:17][C:12]([F:18])([C:9]1[CH:10]=[CH:11][C:6]([OH:5])=[CH:7][CH:8]=1)[C:13]([F:14])([F:16])[F:15], predict the reactants needed to synthesize it. The reactants are: C(OC[O:5][C:6]1[CH:11]=[CH:10][C:9]([C:12]([F:18])([F:17])[C:13]([F:16])([F:15])[F:14])=[CH:8][CH:7]=1)C.CC(C)=O.Cl. (2) Given the product [ClH:46].[ClH:46].[CH3:20][CH:10]1[CH2:9][C:8](=[O:29])[NH:7][C:6]2[CH:44]=[CH:45][C:3]([C:1]#[N:2])=[CH:4][C:5]=2[N:11]1[C:12]([CH:14]1[CH2:19][CH2:18][O:17][CH2:16][CH2:15]1)=[O:13], predict the reactants needed to synthesize it. The reactants are: [C:1]([C:3]1[CH:45]=[CH:44][C:6]2[N:7](CC3C4C(=CC=CC=4)N=CC=3C3CC3)[C:8](=[O:29])[C@@H:9](NC(=O)OC(C)(C)C)[C@H:10]([CH3:20])[N:11]([C:12]([CH:14]3[CH2:19][CH2:18][O:17][CH2:16][CH2:15]3)=[O:13])[C:5]=2[CH:4]=1)#[N:2].[ClH:46]. (3) Given the product [C:27]([O:26][C:24]([N:2]([CH3:1])[CH2:3][C:4]([O:6][CH2:7][CH3:8])=[O:5])=[O:25])([CH3:28])([CH3:29])[CH3:30], predict the reactants needed to synthesize it. The reactants are: [CH3:1][NH:2][CH2:3][C:4]([O:6][CH2:7][CH3:8])=[O:5].C(N(CC)CC)C.[C:24](O[C:24]([O:26][C:27]([CH3:30])([CH3:29])[CH3:28])=[O:25])([O:26][C:27]([CH3:30])([CH3:29])[CH3:28])=[O:25]. (4) Given the product [C:23]([CH:22]1[CH2:12][CH:11]2[N:13]([C:14]([O:16][CH2:17][CH3:18])=[O:15])[CH:20]([CH2:9][CH2:10]2)[CH2:21]1)(=[O:19])[CH3:1], predict the reactants needed to synthesize it. The reactants are: [CH3:1][Mg]Br.C(C1[CH2:12][CH:11]2[N:13]([C:14]([O:16][CH2:17][CH3:18])=[O:15])C([CH2:9][CH2:10]2)C1)#N.[O:19]1[CH2:23][CH2:22][CH2:21][CH2:20]1. (5) The reactants are: Cl[C:2]1[C:3]2[C:4](=[CH:13][N:14](CC3C=CC(OC)=CC=3)[N:15]=2)[N:5]=[C:6]([C:8]2[CH:12]=[CH:11][S:10][CH:9]=2)[N:7]=1.[CH3:25][O:26][C:27]1[CH:28]=[C:29]([CH:31]=[CH:32][C:33]=1[O:34][CH3:35])[NH2:30].Cl. Given the product [CH3:25][O:26][C:27]1[CH:28]=[C:29]([NH:30][C:2]2[C:3]3[NH:15][N:14]=[CH:13][C:4]=3[N:5]=[C:6]([C:8]3[CH:12]=[CH:11][S:10][CH:9]=3)[N:7]=2)[CH:31]=[CH:32][C:33]=1[O:34][CH3:35], predict the reactants needed to synthesize it. (6) Given the product [F:1][C:2]1[CH:7]=[CH:6][C:5]([CH2:8][C:9]2[CH:18]=[C:17]3[C:12]([C:13]([OH:44])=[C:14]([C:37]([NH:39][CH2:40][CH2:41][O:42][CH3:43])=[O:38])[C:15](=[O:36])[N:16]3[CH2:19][CH:20]3[CH2:25][CH2:24][NH:23][CH2:22][CH2:21]3)=[N:11][CH:10]=2)=[CH:4][CH:3]=1, predict the reactants needed to synthesize it. The reactants are: [F:1][C:2]1[CH:7]=[CH:6][C:5]([CH2:8][C:9]2[CH:18]=[C:17]3[C:12]([C:13]([OH:44])=[C:14]([C:37]([NH:39][CH2:40][CH2:41][O:42][CH3:43])=[O:38])[C:15](=[O:36])[N:16]3[CH2:19][CH:20]3[CH2:25][CH2:24][N:23](C(OCC4C=CC=CC=4)=O)[CH2:22][CH2:21]3)=[N:11][CH:10]=2)=[CH:4][CH:3]=1. (7) The reactants are: Cl[C:2]([O:4][C:5]1[CH:10]=[CH:9][CH:8]=[CH:7][CH:6]=1)=[O:3].[CH3:11][C@H:12]1[CH2:17][O:16][CH2:15][CH2:14][N:13]1[C:18]1[CH:23]=[C:22]([C:24]([S:27]([C:30]2[CH:35]=[CH:34][N:33]=[CH:32][CH:31]=2)(=[O:29])=[O:28])([CH3:26])[CH3:25])[N:21]=[C:20]([C:36]2[CH:42]=[CH:41][C:39]([NH2:40])=[CH:38][CH:37]=2)[N:19]=1.C(=O)(O)[O-].[Na+].O. Given the product [CH3:11][C@H:12]1[CH2:17][O:16][CH2:15][CH2:14][N:13]1[C:18]1[CH:23]=[C:22]([C:24]([S:27]([C:30]2[CH:31]=[CH:32][N:33]=[CH:34][CH:35]=2)(=[O:28])=[O:29])([CH3:26])[CH3:25])[N:21]=[C:20]([C:36]2[CH:37]=[CH:38][C:39]([NH:40][C:2](=[O:3])[O:4][C:5]3[CH:10]=[CH:9][CH:8]=[CH:7][CH:6]=3)=[CH:41][CH:42]=2)[N:19]=1, predict the reactants needed to synthesize it. (8) The reactants are: [CH3:1][C:2]1[C:6]([CH3:7])=[C:5]([NH:8][C:9](=[O:16])OCC(Cl)(Cl)Cl)[O:4][N:3]=1.Cl.Cl.[C:19]1([C:25]2[CH:30]=[N:29][CH:28]=[C:27]([N:31]3[CH2:36][CH2:35][NH:34][CH2:33][CH2:32]3)[N:26]=2)[CH:24]=[CH:23][CH:22]=[CH:21][CH:20]=1. Given the product [CH3:1][C:2]1[C:6]([CH3:7])=[C:5]([NH:8][C:9]([N:34]2[CH2:35][CH2:36][N:31]([C:27]3[CH:28]=[N:29][CH:30]=[C:25]([C:19]4[CH:24]=[CH:23][CH:22]=[CH:21][CH:20]=4)[N:26]=3)[CH2:32][CH2:33]2)=[O:16])[O:4][N:3]=1, predict the reactants needed to synthesize it. (9) Given the product [ClH:20].[CH3:1][O:2][C:3](=[O:19])[CH2:4][CH:5]([NH2:12])[C:6]1[CH:11]=[CH:10][CH:9]=[CH:8][CH:7]=1, predict the reactants needed to synthesize it. The reactants are: [CH3:1][O:2][C:3](=[O:19])[CH2:4][CH:5]([NH:12]S(C(C)(C)C)=O)[C:6]1[CH:11]=[CH:10][CH:9]=[CH:8][CH:7]=1.[ClH:20].